From a dataset of Full USPTO retrosynthesis dataset with 1.9M reactions from patents (1976-2016). Predict the reactants needed to synthesize the given product. (1) Given the product [Br:26][C:27]1[CH:32]=[C:31]([F:33])[CH:30]=[CH:29][C:28]=1[N:34]1[C:5]([C:7]2[C:12](=[O:13])[CH:11]=[CH:10][N:9]([C:14]3[CH:19]=[CH:18][CH:17]=[C:16]([O:20][C:21]([F:24])([F:23])[F:22])[CH:15]=3)[N:8]=2)=[CH:4][CH:3]=[N:2]1, predict the reactants needed to synthesize it. The reactants are: C[N:2](C)/[CH:3]=[CH:4]/[C:5]([C:7]1[C:12](=[O:13])[CH:11]=[CH:10][N:9]([C:14]2[CH:19]=[CH:18][CH:17]=[C:16]([O:20][C:21]([F:24])([F:23])[F:22])[CH:15]=2)[N:8]=1)=O.[Br:26][C:27]1[CH:32]=[C:31]([F:33])[CH:30]=[CH:29][C:28]=1[NH:34]N. (2) The reactants are: [CH3:1][O:2][C:3]([C:5]1[C:10](Br)=[C:9]([NH2:12])[N:8]=[C:7]([C:13]2[CH:18]=[CH:17][C:16]([Cl:19])=[C:15]([O:20][CH3:21])[C:14]=2[F:22])[N:6]=1)=[O:4].[CH2:23]([Sn](CCCC)(CCCC)C=C)[CH2:24]CC. Given the product [CH3:1][O:2][C:3]([C:5]1[C:10]([CH:23]=[CH2:24])=[C:9]([NH2:12])[N:8]=[C:7]([C:13]2[CH:18]=[CH:17][C:16]([Cl:19])=[C:15]([O:20][CH3:21])[C:14]=2[F:22])[N:6]=1)=[O:4], predict the reactants needed to synthesize it. (3) Given the product [CH2:1]([O:8][C:9](=[O:25])[NH:10][C@H:11]1[CH2:17][CH2:16][C@@H:15]([OH:14])[C@H:13]([N:32]=[N+:33]=[N-:34])[CH2:12]1)[C:2]1[CH:7]=[CH:6][CH:5]=[CH:4][CH:3]=1, predict the reactants needed to synthesize it. The reactants are: [CH2:1]([O:8][C:9](=[O:25])[N:10](CC1C=CC=CC=1)[CH:11]1[CH2:17][CH2:16][CH:15]2[CH:13]([O:14]2)[CH2:12]1)[C:2]1[CH:7]=[CH:6][CH:5]=[CH:4][CH:3]=1.Cl([O-])(=O)(=O)=O.[Li+].[N-:32]=[N+:33]=[N-:34].[Na+].[Na]. (4) Given the product [CH3:52][O:53][C:54](=[O:60])[CH:55]([NH:56][C:22]([C:20]1[O:19][N:18]=[C:17]([C:14]2[CH:13]=[CH:12][C:11]([NH:10][C:9]([NH:8][C:3]3[CH:4]=[CH:5][CH:6]=[CH:7][C:2]=3[F:1])=[O:25])=[CH:16][CH:15]=2)[CH:21]=1)=[O:24])[CH:57]([CH3:59])[CH3:58], predict the reactants needed to synthesize it. The reactants are: [F:1][C:2]1[CH:7]=[CH:6][CH:5]=[CH:4][C:3]=1[NH:8][C:9](=[O:25])[NH:10][C:11]1[CH:16]=[CH:15][C:14]([C:17]2[CH:21]=[C:20]([C:22]([OH:24])=O)[O:19][N:18]=2)=[CH:13][CH:12]=1.C1(N=C=NC2CCCCC2)CCCCC1.ON1C2C=CC=CC=2N=N1.Cl.[CH3:52][O:53][C:54](=[O:60])[C@H:55]([CH:57]([CH3:59])[CH3:58])[NH2:56]. (5) Given the product [Cl:1][C:2]1[CH:3]=[C:4]([NH:5][C:6]2[C:15]3[C:10](=[CH:11][C:12]([O:30][CH2:36][CH3:37])=[CH:13][C:14]=3[O:16][CH2:17][C@H:18]3[CH2:22][CH2:21][CH2:20][NH:19]3)[N:9]=[CH:8][N:7]=2)[CH:31]=[CH:32][C:33]=1[F:34], predict the reactants needed to synthesize it. The reactants are: [Cl:1][C:2]1[CH:3]=[C:4]([CH:31]=[CH:32][C:33]=1[F:34])[NH:5][C:6]1[C:15]2[C:10](=[CH:11][C:12]([OH:30])=[CH:13][C:14]=2[O:16][CH2:17][C@H:18]2[CH2:22][CH2:21][CH2:20][N:19]2C(OC(C)(C)C)=O)[N:9]=[CH:8][N:7]=1.Br[CH2:36][CH3:37].C(=O)([O-])[O-].[K+].[K+].FC(F)(F)C(O)=O.C(=O)([O-])O.[Na+]. (6) Given the product [NH2:1][C:2]1[N:7]=[C:6]([C:16]2[O:17][CH:18]=[C:14]([CH3:13])[CH:15]=2)[C:5]([C:9]#[N:10])=[C:4]([S:11][CH3:12])[N:3]=1, predict the reactants needed to synthesize it. The reactants are: [NH2:1][C:2]1[N:7]=[C:6](Cl)[C:5]([C:9]#[N:10])=[C:4]([S:11][CH3:12])[N:3]=1.[CH3:13][C:14]1[CH:15]=[C:16](B2OC3C=CC=CC=3O2)[O:17][CH:18]=1.C(=O)([O-])[O-].[Na+].[Na+]. (7) Given the product [C:13]1([CH2:12][CH2:11][CH2:10][OH:25])[CH:14]=[CH:15][CH:24]=[CH:23][CH:22]=1, predict the reactants needed to synthesize it. The reactants are: CC1N=CC(C=C[C:10](=[O:25])[CH2:11][CH2:12][CH2:13][CH2:14][C:15]2[CH:24]=[CH:23][C:22]3CCCNC=3N=2)=CN=1. (8) Given the product [Cl:1][C:2]1[CH:3]=[CH:4][C:5]2[N:11]3[C:12]([C:15]([Cl:18])([F:17])[F:16])=[N:13][N:14]=[C:10]3[C@@H:9]([CH2:19][C:20]([O:22][CH2:23][CH3:24])=[O:21])[O:8][C@H:7]([C:25]3[CH:30]=[CH:29][CH:28]=[C:27]([O:31][CH3:32])[C:26]=3[Cl:33])[C:6]=2[CH:34]=1.[Cl:1][C:2]1[CH:3]=[CH:4][C:5]2[N:11]3[C:12]([C:15]([Cl:18])([F:17])[F:16])=[N:13][N:14]=[C:10]3[C@H:9]([CH2:19][C:20]([O:22][CH2:23][CH3:24])=[O:21])[O:8][C@@H:7]([C:25]3[CH:30]=[CH:29][CH:28]=[C:27]([O:31][CH3:32])[C:26]=3[Cl:33])[C:6]=2[CH:34]=1, predict the reactants needed to synthesize it. The reactants are: [Cl:1][C:2]1[CH:3]=[CH:4][C:5]2[N:11]3[C:12]([C:15]([Cl:18])([F:17])[F:16])=[N:13][N:14]=[C:10]3[C@@H:9]([CH2:19][C:20]([O:22][CH2:23][CH3:24])=[O:21])[O:8][C@H:7]([C:25]3[CH:30]=[CH:29][CH:28]=[C:27]([O:31][CH3:32])[C:26]=3[Cl:33])[C:6]=2[CH:34]=1.CCCCCC.